Dataset: Experimentally validated miRNA-target interactions with 360,000+ pairs, plus equal number of negative samples. Task: Binary Classification. Given a miRNA mature sequence and a target amino acid sequence, predict their likelihood of interaction. (1) The miRNA is hsa-miR-6883-5p with sequence AGGGAGGGUGUGGUAUGGAUGU. The protein sequence of the target gene is MIYKCPMCREFFSERADLFMHQKIHTAEKPHKCDKCDKGFFHISELHIHWRDHTGEKVYKCDDCVKDFSTTTKLNRHKKIHTVEKPYKCYECGKAFNWSSHLQIHMRVHTGEKPYVCSECGRGFSNSSNLCMHQRVHTGEKPFKCEECGKAFRHTSSLCMHQRVHTGEKPYKCYECGKAFSQSSSLCIHQRVHTGEKPYRCCGCGKAFSQSSSLCIHQRVHTGEKPFKCDECGKAFSQSTSLCIHQRVHTKERNHLKISVI. Result: 0 (no interaction). (2) The miRNA is hsa-miR-1468-5p with sequence CUCCGUUUGCCUGUUUCGCUG. The protein sequence of the target gene is MAAEARVSRWYFGGLASCGAACCTHPLDLLKVHLQTQQEVKLRMTGMALRVVRTDGILALYSGLSASLCRQMTYSLTRFAIYETVRDRVAKGSQGPLPFHEKVLLGSVSGLAGGFVGTPADLVNVRMQNDVKLPQGQRRNYAHALDGLYRVAREEGLRRLFSGATMASSRGALVTVGQLSCYDQAKQLVLSTGYLSDNIFTHFVASFIAGGCATFLCQPLDVLKTRLMNSKGEYQGVFHCAVETAKLGPLAFYKGLVPAGIRLIPHTVLTFVFLEQLRKNFGIKVPS. Result: 0 (no interaction). (3) The miRNA is hsa-miR-6729-5p with sequence UGGGCGAGGGCGGCUGAGCGGC. The protein sequence of the target gene is MVCVLVLAAAAGAVAVFLILRIWVVLRSMDVTPRESLSILVVAGSGGHTTEILRLLGSLSNAYSPRHYVIADTDEMSANKINSFELDRADRDPSNMYTKYYIHRIPRSREVQQSWPSTVFTTLHSMWLSFPLIHRVKPDLVLCNGPGTCVPICVSALLLGILGIKKVIIVYVESICRVETLSMSGKILFHLSDYFIVQWPALKEKYPKSVYLGRIV. Result: 1 (interaction). (4) The miRNA is hsa-miR-6879-5p with sequence CAGGGCAGGGAAGGUGGGAGAG. The protein sequence of the target gene is MAEKALEAVGCGLGPGAVAMAVTLEDGAEPPVLTTHLKKVENHITEAQRFSHLPKRSAVDIEFVELSYSVREGPCWRKRGYKTLLKCLSGKFCRRELIGIMGPSGAGKSTFMNILAGYRESGMKGQILVNGRPRELRTFRKMSCYIMQDDMLLPHLTVLEAMMVSANLKLSEKQEVKKELVTEILTALGLMSCSHTRTALLSGGQRKRLAIALELVNNPPVMFFDEPTSGLDSASCFQVVSLMKSLAQGGRTIICTIHQPSAKLFEMFDKLYILSQGQCIFKGVVTNLIPYLKGLGLHCP.... Result: 1 (interaction).